Task: Predict the reactants needed to synthesize the given product.. Dataset: Full USPTO retrosynthesis dataset with 1.9M reactions from patents (1976-2016) The reactants are: C[Si]([C:5]#[C:6][C:7]1[CH:8]=[CH:9][C:10]2[N:11]([N:13]=[CH:14][N:15]=2)[CH:12]=1)(C)C.C(=O)([O-])[O-].[K+].[K+]. Given the product [C:6]([C:7]1[CH:8]=[CH:9][C:10]2[N:11]([N:13]=[CH:14][N:15]=2)[CH:12]=1)#[CH:5], predict the reactants needed to synthesize it.